Dataset: Forward reaction prediction with 1.9M reactions from USPTO patents (1976-2016). Task: Predict the product of the given reaction. (1) Given the reactants [C:1]1([C:3](=[CH:5][CH:6]=[CH:7][CH:8]=1)[OH:4])[OH:2].C(=O)([O-])[O-].[K+].[K+].CN(C)C=O.[F:20][C:21]1[CH:26]=[C:25]([N+:27]([O-:29])=[O:28])[C:24](F)=[CH:23][C:22]=1[NH:31][C:32](=[O:34])[CH3:33], predict the reaction product. The product is: [F:20][C:21]1[CH:26]=[C:25]([N+:27]([O-:29])=[O:28])[C:24]([O:2][C:1]2[CH:8]=[CH:7][CH:6]=[CH:5][C:3]=2[OH:4])=[CH:23][C:22]=1[NH:31][C:32](=[O:34])[CH3:33]. (2) Given the reactants [Cl:1][N:2]1[C:6]([Cl:7])=[CH:5][N:4]=[CH:3]1.[H-].[Na+].[CH3:10][O:11][CH2:12][CH2:13]Cl.O, predict the reaction product. The product is: [CH3:10][O:11][CH:12]([C:3]1[N:2]([Cl:1])[C:6]([Cl:7])=[CH:5][N:4]=1)[CH3:13].